The task is: Predict the reaction yield, written as a fraction of the theoretical maximum amount of product (1.0 means a 100% yield; for example, 0.34 means a 34% yield).. This data is from Reaction yield outcomes from USPTO patents with 853,638 reactions. The reactants are Br[CH2:2][C:3]1[C:13]([Cl:14])=[N:12][CH:11]=[CH:10][C:4]=1[C:5]([O:7]CC)=O.Cl.[CH:16]1([CH2:19][O:20][C:21]2[C:22]([CH3:30])=[CH:23][C:24]([CH:27]([NH2:29])[CH3:28])=[N:25][CH:26]=2)[CH2:18][CH2:17]1. No catalyst specified. The product is [Cl:14][C:13]1[C:3]2[CH2:2][N:29]([CH:27]([C:24]3[CH:23]=[C:22]([CH3:30])[C:21]([O:20][CH2:19][CH:16]4[CH2:18][CH2:17]4)=[CH:26][N:25]=3)[CH3:28])[C:5](=[O:7])[C:4]=2[CH:10]=[CH:11][N:12]=1. The yield is 0.730.